Dataset: Forward reaction prediction with 1.9M reactions from USPTO patents (1976-2016). Task: Predict the product of the given reaction. (1) Given the reactants [Cl:1][C:2]1[CH:3]=[C:4]([F:10])[C:5]([NH:8][NH2:9])=[N:6][CH:7]=1.CCOC=[CH:15][C:16](=O)[CH2:17][C:18]([O:20][CH2:21][CH3:22])=[O:19].Cl.[CH2:25](O)C, predict the reaction product. The product is: [CH2:21]([O:20][C:18]([C:17]1[CH:25]=[N:9][N:8]([C:5]2[C:4]([F:10])=[CH:3][C:2]([Cl:1])=[CH:7][N:6]=2)[C:16]=1[CH3:15])=[O:19])[CH3:22]. (2) Given the reactants F[B-](F)(F)F.N1(OC(N(C)C)=[N+](C)C)C2C=CC=CC=2N=N1.C(N(C(C)C)CC)(C)C.[C:32]([O:36][C:37]([NH:39][CH2:40][C@H:41]([N:45]1[CH2:50][CH2:49][N:48]([C:51](=[O:55])[CH:52]([CH3:54])[CH3:53])[CH2:47][CH2:46]1)[C:42](O)=[O:43])=[O:38])([CH3:35])([CH3:34])[CH3:33].Cl.[CH2:57]([O:60][NH2:61])[CH:58]=[CH2:59].C(=O)([O-])O.[Na+], predict the reaction product. The product is: [CH2:57]([O:60][NH:61][C:42]([C@@H:41]([N:45]1[CH2:50][CH2:49][N:48]([C:51](=[O:55])[CH:52]([CH3:53])[CH3:54])[CH2:47][CH2:46]1)[CH2:40][NH:39][C:37](=[O:38])[O:36][C:32]([CH3:33])([CH3:34])[CH3:35])=[O:43])[CH:58]=[CH2:59]. (3) Given the reactants [CH3:1][C:2]1[N:3]=[C:4]([NH:11][C:12](=[O:20])OC2C=CC=CC=2)[C:5]([O:9][CH3:10])=[N:6][C:7]=1[CH3:8].[Br:21][C:22]1[CH:23]=[C:24]([N:28]2[CH2:33][CH2:32][NH:31][CH2:30][CH2:29]2)[CH:25]=[CH:26][CH:27]=1, predict the reaction product. The product is: [CH3:1][C:2]1[N:3]=[C:4]([NH:11][C:12]([N:31]2[CH2:30][CH2:29][N:28]([C:24]3[CH:25]=[CH:26][CH:27]=[C:22]([Br:21])[CH:23]=3)[CH2:33][CH2:32]2)=[O:20])[C:5]([O:9][CH3:10])=[N:6][C:7]=1[CH3:8]. (4) Given the reactants [CH3:1][O:2][C:3]1[CH:17]=[CH:16][C:6]([CH2:7][C:8]([CH3:15])([CH:13]=[CH2:14])[CH2:9][C:10]([OH:12])=[O:11])=[CH:5][CH:4]=1.Cl.[CH2:19](O)[CH3:20], predict the reaction product. The product is: [CH2:19]([O:11][C:10](=[O:12])[CH2:9][C:8]([CH2:7][C:6]1[CH:16]=[CH:17][C:3]([O:2][CH3:1])=[CH:4][CH:5]=1)([CH3:15])[CH:13]=[CH2:14])[CH3:20]. (5) Given the reactants FC(F)OC1C=C([B:10]2[O:14][C:13]([CH3:16])([CH3:15])[C:12]([CH3:18])([CH3:17])[O:11]2)C=CN=1.Cl[CH2:21][C:22]1[CH:23]=[C:24]([C:30]2[CH:35]=[CH:34][CH:33]=[C:32]([Cl:36])[CH:31]=2)[C:25]([O:28][CH3:29])=[N:26][CH:27]=1.C([O-])(=O)C.[K+], predict the reaction product. The product is: [Cl:36][C:32]1[CH:31]=[C:30]([C:24]2[C:25]([O:28][CH3:29])=[N:26][CH:27]=[C:22]([CH2:21][B:10]3[O:14][C:13]([CH3:16])([CH3:15])[C:12]([CH3:18])([CH3:17])[O:11]3)[CH:23]=2)[CH:35]=[CH:34][CH:33]=1. (6) Given the reactants Cl.[Cl:2][C:3]1[CH:4]=[C:5]([N:9]2[C:13]([CH2:14][NH2:15])=[CH:12][C:11]([C:16]([F:19])([F:18])[F:17])=[N:10]2)[CH:6]=[CH:7][CH:8]=1.C(N(CC)CC)C.[OH:27][CH2:28][CH2:29][N:30]([CH3:47])[C:31]1[N:36]=[CH:35][C:34]([NH:37][C:38](=O)[O:39]C2C=CC=CC=2)=[CH:33][CH:32]=1, predict the reaction product. The product is: [Cl:2][C:3]1[CH:4]=[C:5]([N:9]2[C:13]([CH2:14][NH:15][C:38]([NH:37][C:34]3[CH:35]=[N:36][C:31]([N:30]([CH2:29][CH2:28][OH:27])[CH3:47])=[CH:32][CH:33]=3)=[O:39])=[CH:12][C:11]([C:16]([F:17])([F:18])[F:19])=[N:10]2)[CH:6]=[CH:7][CH:8]=1.